From a dataset of Forward reaction prediction with 1.9M reactions from USPTO patents (1976-2016). Predict the product of the given reaction. Given the reactants [F:1][C:2]1[CH:9]=[CH:8][C:5]([CH:6]=O)=[CH:4][N:3]=1.[Br:10][C:11]1[CH:16]=[C:15]([C:17]([F:20])([F:19])[F:18])[CH:14]=[C:13]([NH2:21])[C:12]=1[NH2:22].S([O-])(O[O-])(=O)=O.[K+].[K+], predict the reaction product. The product is: [Br:10][C:11]1[C:12]2[NH:22][C:6]([C:5]3[CH:4]=[N:3][C:2]([F:1])=[CH:9][CH:8]=3)=[N:21][C:13]=2[CH:14]=[C:15]([C:17]([F:18])([F:19])[F:20])[CH:16]=1.